This data is from Reaction yield outcomes from USPTO patents with 853,638 reactions. The task is: Predict the reaction yield, written as a fraction of the theoretical maximum amount of product (1.0 means a 100% yield; for example, 0.34 means a 34% yield). (1) The reactants are Cl[C:2]([O:4][CH2:5][Cl:6])=[O:3].[CH2:7]([O:14][C:15]([NH:17][C@H:18]([C:22]([O:24][CH2:25][C:26]([CH3:30])([CH3:29])[CH2:27][OH:28])=[O:23])[CH:19]([CH3:21])[CH3:20])=[O:16])[C:8]1[CH:13]=[CH:12][CH:11]=[CH:10][CH:9]=1.N1C=CC=CC=1. The catalyst is C(Cl)Cl. The product is [C:2](=[O:3])([O:4][CH2:5][Cl:6])[O:28][CH2:27][C:26]([CH3:30])([CH3:29])[CH2:25][O:24][C:22](=[O:23])[C@H:18]([CH:19]([CH3:21])[CH3:20])[NH:17][C:15]([O:14][CH2:7][C:8]1[CH:9]=[CH:10][CH:11]=[CH:12][CH:13]=1)=[O:16]. The yield is 0.950. (2) The reactants are Cl.[CH3:2][O:3][C:4](=[O:17])[C@H:5]([CH2:7][C:8]1[CH:13]=[CH:12][C:11]([N+:14]([O-:16])=[O:15])=[CH:10][CH:9]=1)[NH2:6].[Cl:18][C:19]1[CH:27]=[CH:26][CH:25]=[C:24]([CH3:28])[C:20]=1[C:21](O)=[O:22].CN(C(ON1N=NC2C=CC=CC1=2)=[N+](C)C)C.F[P-](F)(F)(F)(F)F.C(N(C(C)C)CC)(C)C. The catalyst is CN(C=O)C.C(OCC)(=O)C. The product is [CH3:2][O:3][C:4](=[O:17])[C@H:5]([CH2:7][C:8]1[CH:13]=[CH:12][C:11]([N+:14]([O-:16])=[O:15])=[CH:10][CH:9]=1)[NH:6][C:21]([C:20]1[C:24]([CH3:28])=[CH:25][CH:26]=[CH:27][C:19]=1[Cl:18])=[O:22]. The yield is 0.950. (3) The reactants are Br[C:2]1[CH:3]=[N:4][N:5]2[CH:10]=[CH:9][CH:8]=[N:7][C:6]=12.[N:11]1[CH:16]=[CH:15][CH:14]=[CH:13][C:12]=1[C:17]1[C:18](B(O)O)=[C:19]2[CH2:24][CH2:23][CH2:22][N:20]2[N:21]=1.C1(P(C2C=CC=CC=2)C2C=CC=CC=2)C=CC=CC=1.C(=O)([O-])[O-].[K+].[K+]. The catalyst is C(OCC)(=O)C.C1C=CC(/C=C/C(/C=C/C2C=CC=CC=2)=O)=CC=1.C1C=CC(/C=C/C(/C=C/C2C=CC=CC=2)=O)=CC=1.C1C=CC(/C=C/C(/C=C/C2C=CC=CC=2)=O)=CC=1.[Pd].[Pd].O1CCOCC1. The product is [N:11]1[CH:16]=[CH:15][CH:14]=[CH:13][C:12]=1[C:17]1[C:18]([C:2]2[CH:3]=[N:4][N:5]3[CH:10]=[CH:9][CH:8]=[N:7][C:6]=23)=[C:19]2[CH2:24][CH2:23][CH2:22][N:20]2[N:21]=1. The yield is 0.0450. (4) The reactants are [CH3:1][C:2]([O:5][C:6](=[O:27])[N:7]([CH2:25][CH3:26])[CH2:8][CH2:9][NH:10][C:11]([C:13]1[NH:14][C:15]2[C:20]([CH:21]=1)=[CH:19][C:18]([N+:22]([O-:24])=[O:23])=[CH:17][CH:16]=2)=[O:12])([CH3:4])[CH3:3].[CH2:28](NCCNC(C1NC2C(C=1)=CC([N+]([O-])=O)=CC=2)=O)CC. No catalyst specified. The product is [CH3:4][C:2]([O:5][C:6](=[O:27])[N:7]([CH2:8][CH2:9][NH:10][C:11]([C:13]1[NH:14][C:15]2[C:20]([CH:21]=1)=[CH:19][C:18]([N+:22]([O-:24])=[O:23])=[CH:17][CH:16]=2)=[O:12])[CH2:25][CH2:26][CH3:28])([CH3:1])[CH3:3]. The yield is 0.880. (5) The reactants are [OH:1][C:2]1[CH:3]=[C:4]([NH:10][C:11]([NH2:13])=[S:12])[CH:5]=[CH:6][C:7]=1[O:8][CH3:9].Br[CH2:15][C:16](=O)[CH3:17]. The catalyst is CN(C=O)C. The product is [CH3:9][O:8][C:7]1[CH:6]=[CH:5][C:4]([NH:10][C:11]2[S:12][CH:15]=[C:16]([CH3:17])[N:13]=2)=[CH:3][C:2]=1[OH:1]. The yield is 0.260. (6) The yield is 0.0800. The product is [F:19][C:20]1[CH:21]=[CH:22][C:23]([CH:26]([C:32]2[CH:37]=[N:36][C:35]([N:38]3[CH2:39][CH2:40][N:41]([C:44]([O:46][C:47]([CH3:50])([CH3:49])[CH3:48])=[O:45])[CH2:42][CH2:43]3)=[N:34][CH:33]=2)[C:27]([O:29][CH3:30])=[O:28])=[CH:24][CH:25]=1. The catalyst is C1COCC1.C1(C)C=CC=CC=1.C1C=CC(/C=C/C(/C=C/C2C=CC=CC=2)=O)=CC=1.C1C=CC(/C=C/C(/C=C/C2C=CC=CC=2)=O)=CC=1.C1C=CC(/C=C/C(/C=C/C2C=CC=CC=2)=O)=CC=1.[Pd].[Pd]. The reactants are C1(NC2CCCCC2)CCCCC1.[Li]CCCC.[F:19][C:20]1[CH:25]=[CH:24][C:23]([CH2:26][C:27]([O:29][CH3:30])=[O:28])=[CH:22][CH:21]=1.Br[C:32]1[CH:33]=[N:34][C:35]([N:38]2[CH2:43][CH2:42][N:41]([C:44]([O:46][C:47]([CH3:50])([CH3:49])[CH3:48])=[O:45])[CH2:40][CH2:39]2)=[N:36][CH:37]=1.P(C(C)(C)C)(C(C)(C)C)C(C)(C)C. (7) The reactants are [Cl:1][C:2]1[N:7]=[C:6](Cl)[C:5]([CH3:9])=[CH:4][N:3]=1.[O:10]1[CH2:14][CH2:13][CH2:12][CH:11]1[CH2:15][NH2:16].C(N(CC)CC)C. The catalyst is CO. The product is [Cl:1][C:2]1[N:7]=[C:6]([NH:16][CH2:15][CH:11]2[CH2:12][CH2:13][CH2:14][O:10]2)[C:5]([CH3:9])=[CH:4][N:3]=1. The yield is 0.530. (8) The reactants are [N:1]1[C:5]2[CH:6]=[CH:7][CH:8]=[CH:9][C:4]=2[NH:3][C:2]=1[CH2:10][C:11]#[N:12].[C:13]([CH:16]([CH2:22][C:23]([O:25][CH2:26][CH3:27])=[O:24])[C:17](OCC)=[O:18])(=O)[CH3:14].C([O-])(=O)C.[NH4+]. The catalyst is O. The product is [CH2:26]([O:25][C:23]([CH2:22][C:16]1[C:17](=[O:18])[N:3]2[C:2]([NH:1][C:5]3[CH:6]=[CH:7][CH:8]=[CH:9][C:4]=32)=[C:10]([C:11]#[N:12])[C:13]=1[CH3:14])=[O:24])[CH3:27]. The yield is 0.320. (9) The reactants are [CH3:1][O:2][C:3]1[CH:4]=[C:5]([C:12]2[CH:13]=[CH:14][C:15]([N:18]3[CH2:24][CH2:23][CH2:22][N:21]([C:25]4[CH:30]=[CH:29][C:28]([C:31]5[CH:36]=[C:35]([O:37][CH3:38])[C:34]([CH3:39])=[C:33]([O:40][CH3:41])[CH:32]=5)=[CH:27][N:26]=4)[CH2:20][CH2:19]3)=[N:16][CH:17]=2)[CH:6]=[C:7]([O:10][CH3:11])[C:8]=1[CH3:9].[CH3:42][S:43]([OH:46])(=[O:45])=[O:44]. The catalyst is CO. The product is [CH3:42][S:43]([OH:46])(=[O:45])=[O:44].[CH3:42][S:43]([OH:46])(=[O:45])=[O:44].[CH3:41][O:40][C:33]1[CH:32]=[C:31]([C:28]2[CH:29]=[CH:30][C:25]([N:21]3[CH2:22][CH2:23][CH2:24][N:18]([C:15]4[CH:14]=[CH:13][C:12]([C:5]5[CH:4]=[C:3]([O:2][CH3:1])[C:8]([CH3:9])=[C:7]([O:10][CH3:11])[CH:6]=5)=[CH:17][N:16]=4)[CH2:19][CH2:20]3)=[N:26][CH:27]=2)[CH:36]=[C:35]([O:37][CH3:38])[C:34]=1[CH3:39]. The yield is 0.640.